Dataset: Forward reaction prediction with 1.9M reactions from USPTO patents (1976-2016). Task: Predict the product of the given reaction. (1) Given the reactants [CH3:1][S:2][C:3]1[N:8]=[CH:7][CH:6]=[CH:5][N:4]=1.C1(C2[O:17]N2S(C2C=CC=CC=2)(=O)=O)C=CC=CC=1, predict the reaction product. The product is: [CH3:1][S:2]([C:3]1[N:8]=[CH:7][CH:6]=[CH:5][N:4]=1)=[O:17]. (2) Given the reactants [CH2:1]([OH:13])[CH2:2][O:3][CH2:4][CH2:5][O:6][CH2:7][CH2:8][O:9][CH2:10][CH2:11][OH:12].[OH-].[Na+].[CH2:16](Cl)[C:17]1[CH:22]=[CH:21][CH:20]=[CH:19][CH:18]=1, predict the reaction product. The product is: [CH2:16]([O:12][CH2:11][CH2:10][O:9][CH2:8][CH2:7][O:6][CH2:5][CH2:4][O:3][CH2:2][CH2:1][OH:13])[C:17]1[CH:22]=[CH:21][CH:20]=[CH:19][CH:18]=1.